From a dataset of Forward reaction prediction with 1.9M reactions from USPTO patents (1976-2016). Predict the product of the given reaction. (1) Given the reactants [C:1]([C:5]1[CH:10]=[CH:9][C:8]([C:11]2[NH:12][C:13]([C:25]3[CH:30]=[CH:29][C:28]([Cl:31])=[CH:27][CH:26]=3)([CH3:24])[C:14]([C:17]3[CH:22]=[CH:21][C:20]([Cl:23])=[CH:19][CH:18]=3)([CH3:16])[N:15]=2)=[C:7]([O:32][CH:33]([CH3:35])[CH3:34])[CH:6]=1)([CH3:4])([CH3:3])[CH3:2].[C:36](Cl)([Cl:38])=[O:37], predict the reaction product. The product is: [C:1]([C:5]1[CH:10]=[CH:9][C:8]([C:11]2[N:15]([C:36]([Cl:38])=[O:37])[C:14]([C:17]3[CH:22]=[CH:21][C:20]([Cl:23])=[CH:19][CH:18]=3)([CH3:16])[C:13]([C:25]3[CH:26]=[CH:27][C:28]([Cl:31])=[CH:29][CH:30]=3)([CH3:24])[N:12]=2)=[C:7]([O:32][CH:33]([CH3:35])[CH3:34])[CH:6]=1)([CH3:2])([CH3:3])[CH3:4]. (2) Given the reactants [OH:1][C:2]1[CH:11]=[C:10]([OH:12])[C:9]([CH:13]([CH3:15])[CH3:14])=[CH:8][C:3]=1[C:4]([O:6][CH3:7])=[O:5].[C:16](=[O:19])([O-])[O-].[K+].[K+].[CH3:22][O:23][CH2:24]Cl.[C:26](#N)C, predict the reaction product. The product is: [CH3:22][O:23][CH2:24][O:1][C:2]1[CH:11]=[C:10]([O:12][CH2:26][O:19][CH3:16])[C:9]([CH:13]([CH3:15])[CH3:14])=[CH:8][C:3]=1[C:4]([O:6][CH3:7])=[O:5]. (3) Given the reactants [CH2:1]([O:3][C:4]([C:6]1[NH:7][C:8]2[C:13]([CH:14]=1)=[CH:12][C:11]([O:15][CH2:16][C:17]1[CH:22]=[CH:21][CH:20]=[CH:19][CH:18]=1)=[CH:10][CH:9]=2)=[O:5])[CH3:2].[H-].[Na+].[F:25][C:26]([F:37])([F:36])[CH2:27]OS(C(F)(F)F)(=O)=O, predict the reaction product. The product is: [CH2:1]([O:3][C:4]([C:6]1[N:7]([CH2:27][C:26]([F:37])([F:36])[F:25])[C:8]2[C:13]([CH:14]=1)=[CH:12][C:11]([O:15][CH2:16][C:17]1[CH:22]=[CH:21][CH:20]=[CH:19][CH:18]=1)=[CH:10][CH:9]=2)=[O:5])[CH3:2]. (4) Given the reactants [CH3:1][NH:2][CH:3]([CH3:5])[CH3:4].CN(C)S(=O)=O.Cl[C:13]1[CH:22]=[CH:21][C:20]2[C:15](=[CH:16][CH:17]=[C:18]([Br:23])[CH:19]=2)[N:14]=1, predict the reaction product. The product is: [Br:23][C:18]1[CH:19]=[C:20]2[C:15](=[CH:16][CH:17]=1)[N:14]=[C:13]([N:2]([CH3:1])[CH:3]([CH3:5])[CH3:4])[CH:22]=[CH:21]2. (5) The product is: [C:30]([C:6]1[C:7]([N:17]2[CH2:22][CH2:21][CH:20]([C:23]([O:25][C:26]([CH3:29])([CH3:28])[CH3:27])=[O:24])[CH2:19][CH2:18]2)=[N:8][C:9]([CH2:10][N:11]2[CH2:15][CH2:14][CH2:13][C:12]2=[O:16])=[C:4]([C:2](=[O:3])[CH2:32][CH3:33])[CH:5]=1)#[N:31]. Given the reactants Cl[C:2]([C:4]1[CH:5]=[C:6]([C:30]#[N:31])[C:7]([N:17]2[CH2:22][CH2:21][CH:20]([C:23]([O:25][C:26]([CH3:29])([CH3:28])[CH3:27])=[O:24])[CH2:19][CH2:18]2)=[N:8][C:9]=1[CH2:10][N:11]1[CH2:15][CH2:14][CH2:13][C:12]1=[O:16])=[O:3].[CH2:32]([Mg]Br)[CH3:33], predict the reaction product. (6) The product is: [ClH:31].[CH2:1]([N:3]([CH:22]([CH3:23])[CH3:24])[C:4]1[CH:21]=[N:20][C:7]2[CH2:8][NH:9][CH2:10][CH2:11][O:12][C:6]=2[N:5]=1)[CH3:2]. Given the reactants [CH2:1]([N:3]([CH:22]([CH3:24])[CH3:23])[C:4]1[CH:21]=[N:20][C:7]2[CH2:8][N:9](C(OC(C)(C)C)=O)[CH2:10][CH2:11][O:12][C:6]=2[N:5]=1)[CH3:2].C(OCC)(=O)C.[ClH:31].C(=O)([O-])O.[Na+].Cl, predict the reaction product.